This data is from Full USPTO retrosynthesis dataset with 1.9M reactions from patents (1976-2016). The task is: Predict the reactants needed to synthesize the given product. (1) Given the product [Cl:1][C:2]1[CH:10]=[CH:9][C:5]([C:6]([O:8][C:20]([CH3:30])([CH3:25])[CH3:21])=[O:7])=[C:4]([N+:11]([O-:13])=[O:12])[CH:3]=1, predict the reactants needed to synthesize it. The reactants are: [Cl:1][C:2]1[CH:10]=[CH:9][C:5]([C:6]([OH:8])=[O:7])=[C:4]([N+:11]([O-:13])=[O:12])[CH:3]=1.N1C=CC=CC=1.[C:20]1([CH3:30])[CH:25]=CC(S(Cl)(=O)=O)=C[CH:21]=1.C(O)(C)(C)C. (2) Given the product [C:1]([O:5][C:6]([N:8]1[CH2:13][CH2:12][CH:11]([N:14]([CH2:31][C:25]2[C:24]([CH3:23])=[CH:29][C:28]([CH3:30])=[CH:27][N:26]=2)[CH:15]([C:17]2[CH:22]=[CH:21][CH:20]=[CH:19][N:18]=2)[CH3:16])[CH2:10][CH2:9]1)=[O:7])([CH3:2])([CH3:3])[CH3:4], predict the reactants needed to synthesize it. The reactants are: [C:1]([O:5][C:6]([N:8]1[CH2:13][CH2:12][CH:11]([NH:14][CH:15]([C:17]2[CH:22]=[CH:21][CH:20]=[CH:19][N:18]=2)[CH3:16])[CH2:10][CH2:9]1)=[O:7])([CH3:4])([CH3:3])[CH3:2].[CH3:23][C:24]1[C:25]([CH:31]=O)=[N:26][CH:27]=[C:28]([CH3:30])[CH:29]=1.[BH-](OC(C)=O)(OC(C)=O)OC(C)=O.[Na+]. (3) Given the product [C:17]([O:21][C:22]([N:24]([CH2:6][C:7]1[C:8]([Cl:14])=[N:9][CH:10]=[C:11]([Cl:13])[CH:12]=1)[C:25](=[O:31])[O:26][C:27]([CH3:30])([CH3:29])[CH3:28])=[O:23])([CH3:20])([CH3:19])[CH3:18], predict the reactants needed to synthesize it. The reactants are: CS(O[CH2:6][C:7]1[C:8]([Cl:14])=[N:9][CH:10]=[C:11]([Cl:13])[CH:12]=1)(=O)=O.[Na+].[I-].[C:17]([O:21][C:22]([N:24]([K])[C:25](=[O:31])[O:26][C:27]([CH3:30])([CH3:29])[CH3:28])=[O:23])([CH3:20])([CH3:19])[CH3:18]. (4) Given the product [Cl:22][C:5]1[C:6]([NH:8][C:9]2[CH:14]=[CH:13][C:12]([O:15][CH3:16])=[CH:11][C:10]=2[N:17]2[CH:21]=[CH:20][CH:19]=[N:18]2)=[N:7][C:2]([NH:23][C:24]2[CH:37]=[CH:36][C:27]3[N:28]([CH2:34][CH3:35])[C:29](=[O:33])[CH2:30][CH2:31][CH2:32][C:26]=3[C:25]=2[O:38][CH3:39])=[N:3][CH:4]=1, predict the reactants needed to synthesize it. The reactants are: Cl[C:2]1[N:7]=[C:6]([NH:8][C:9]2[CH:14]=[CH:13][C:12]([O:15][CH3:16])=[CH:11][C:10]=2[N:17]2[CH:21]=[CH:20][CH:19]=[N:18]2)[C:5]([Cl:22])=[CH:4][N:3]=1.[NH2:23][C:24]1[CH:37]=[CH:36][C:27]2[N:28]([CH2:34][CH3:35])[C:29](=[O:33])[CH2:30][CH2:31][CH2:32][C:26]=2[C:25]=1[O:38][CH3:39]. (5) Given the product [OH:5][CH2:4][CH2:3][CH2:2][CH2:1][O:6][C:9](=[O:11])[CH3:10], predict the reactants needed to synthesize it. The reactants are: [CH2:1]([OH:6])[CH2:2][CH2:3][CH2:4][OH:5].[H-].[Na+].[C:9](Cl)(=[O:11])[CH3:10].